From a dataset of Peptide-MHC class II binding affinity with 134,281 pairs from IEDB. Regression. Given a peptide amino acid sequence and an MHC pseudo amino acid sequence, predict their binding affinity value. This is MHC class II binding data. (1) The peptide sequence is LKGTSYKICTDKMFF. The MHC is HLA-DQA10303-DQB10402 with pseudo-sequence HLA-DQA10303-DQB10402. The binding affinity (normalized) is 0. (2) The peptide sequence is GELQIVDKIDAEFKI. The MHC is DRB1_0701 with pseudo-sequence DRB1_0701. The binding affinity (normalized) is 0.533.